Task: Regression. Given a peptide amino acid sequence and an MHC pseudo amino acid sequence, predict their binding affinity value. This is MHC class I binding data.. Dataset: Peptide-MHC class I binding affinity with 185,985 pairs from IEDB/IMGT (1) The peptide sequence is VPVWKEATTT. The MHC is HLA-A31:01 with pseudo-sequence HLA-A31:01. The binding affinity (normalized) is 0.246. (2) The peptide sequence is SANISLTVWI. The MHC is H-2-Db with pseudo-sequence H-2-Db. The binding affinity (normalized) is 0.294. (3) The peptide sequence is SVDFVVNGHT. The MHC is HLA-A68:02 with pseudo-sequence HLA-A68:02. The binding affinity (normalized) is 0.334. (4) The peptide sequence is KPKEQHKRNY. The MHC is HLA-B27:05 with pseudo-sequence HLA-B27:05. The binding affinity (normalized) is 0. (5) The peptide sequence is GLTSRATWAK. The MHC is HLA-A03:01 with pseudo-sequence HLA-A03:01. The binding affinity (normalized) is 0.634. (6) The peptide sequence is SSEADCFTY. The MHC is HLA-B57:01 with pseudo-sequence HLA-B57:01. The binding affinity (normalized) is 0.0847. (7) The peptide sequence is EIYFSSIHR. The MHC is HLA-B35:01 with pseudo-sequence HLA-B35:01. The binding affinity (normalized) is 0.0847. (8) The peptide sequence is HIMPNSFRV. The MHC is HLA-A02:50 with pseudo-sequence HLA-A02:50. The binding affinity (normalized) is 1.00.